Dataset: Peptide-MHC class I binding affinity with 185,985 pairs from IEDB/IMGT. Task: Regression. Given a peptide amino acid sequence and an MHC pseudo amino acid sequence, predict their binding affinity value. This is MHC class I binding data. (1) The peptide sequence is GELDRWEKI. The MHC is HLA-B40:01 with pseudo-sequence HLA-B40:01. The binding affinity (normalized) is 0.290. (2) The peptide sequence is DLYDMIHNV. The MHC is HLA-A02:06 with pseudo-sequence HLA-A02:06. The binding affinity (normalized) is 0.600. (3) The peptide sequence is HFFESLYAR. The MHC is HLA-A31:01 with pseudo-sequence HLA-A31:01. The binding affinity (normalized) is 0.936. (4) The peptide sequence is KPARGGSSI. The MHC is HLA-B15:01 with pseudo-sequence HLA-B15:01. The binding affinity (normalized) is 0.0847. (5) The peptide sequence is EAEKQLQQY. The MHC is HLA-A02:16 with pseudo-sequence HLA-A02:16. The binding affinity (normalized) is 0.0847. (6) The peptide sequence is ISDSNPYLTQW. The MHC is HLA-A33:01 with pseudo-sequence HLA-A33:01. The binding affinity (normalized) is 0.